Task: Predict the reactants needed to synthesize the given product.. Dataset: Full USPTO retrosynthesis dataset with 1.9M reactions from patents (1976-2016) The reactants are: [C:1](=[O:16])([O:4][C:5]1[CH:10]=[CH:9][C:8]([Br:11])=[CH:7][C:6]=1[C:12]([CH3:15])([CH3:14])[CH3:13])[O:2][CH3:3].[N+:17]([O-])([O-:19])=[O:18].[K+]. Given the product [C:1](=[O:16])([O:4][C:5]1[CH:10]=[C:9]([N+:17]([O-:19])=[O:18])[C:8]([Br:11])=[CH:7][C:6]=1[C:12]([CH3:13])([CH3:15])[CH3:14])[O:2][CH3:3], predict the reactants needed to synthesize it.